The task is: Predict the product of the given reaction.. This data is from Forward reaction prediction with 1.9M reactions from USPTO patents (1976-2016). (1) Given the reactants Cl[C:2](=[N:14][OH:15])[C@H:3]1[CH2:8][CH2:7][C@H:6]([C:9]([O:11]CC)=[O:10])[CH2:5][CH2:4]1.O1CCN([C:22]2[CH2:27][CH2:26][CH2:25][CH2:24][CH:23]=2)CC1.C(N(CC)CC)C, predict the reaction product. The product is: [O:15]1[C:23]2[CH2:24][CH2:25][CH2:26][CH2:27][C:22]=2[C:2]([C@@H:3]2[CH2:4][CH2:5][C@H:6]([C:9]([OH:11])=[O:10])[CH2:7][CH2:8]2)=[N:14]1. (2) Given the reactants Br[C:2]1[NH:6][C:5]2[CH:7]=[C:8]([C:10]([O:12][CH3:13])=[O:11])[S:9][C:4]=2[C:3]=1[CH:14]1[CH2:19][CH2:18][CH2:17][CH2:16][CH2:15]1.C(N(CC)CC)C.[CH3:27][C:28]1([CH3:35])[C:32]([CH3:34])([CH3:33])[O:31][BH:30][O:29]1.C1(P(C2CCCCC2)C2C=CC=CC=2C2C=CC=CC=2)CCCCC1.[Cl-].[NH4+], predict the reaction product. The product is: [CH:14]1([C:3]2[C:4]3[S:9][C:8]([C:10]([O:12][CH3:13])=[O:11])=[CH:7][C:5]=3[NH:6][C:2]=2[B:30]2[O:31][C:32]([CH3:34])([CH3:33])[C:28]([CH3:35])([CH3:27])[O:29]2)[CH2:19][CH2:18][CH2:17][CH2:16][CH2:15]1. (3) Given the reactants C[Al](C)C.[CH:5]1([CH2:8][NH:9][CH2:10][CH2:11][CH3:12])[CH2:7][CH2:6]1.C(O[C:16]([C:18]1[N:22]2[CH2:23][CH2:24][N:25]([C:26]3[C:31]([CH3:32])=[CH:30][C:29]([CH3:33])=[CH:28][C:27]=3[CH3:34])[C:21]2=[N:20][C:19]=1[CH3:35])=[O:17])C.[OH-].[Na+], predict the reaction product. The product is: [CH:5]1([CH2:8][N:9]([CH2:10][CH2:11][CH3:12])[C:16]([C:18]2[N:22]3[CH2:23][CH2:24][N:25]([C:26]4[C:27]([CH3:34])=[CH:28][C:29]([CH3:33])=[CH:30][C:31]=4[CH3:32])[C:21]3=[N:20][C:19]=2[CH3:35])=[O:17])[CH2:7][CH2:6]1. (4) Given the reactants [Br:1][C:2]1[CH:7]=[CH:6][C:5]([C:8]2[NH:9][CH:10]=[CH:11][N:12]=2)=[CH:4][CH:3]=1.CCN(C(C)C)C(C)C.Cl[C:23]([O:25][CH2:26][CH:27]([CH3:29])[CH3:28])=[O:24], predict the reaction product. The product is: [Br:1][C:2]1[CH:3]=[CH:4][C:5]([C:8]2[N:12]([C:23]([O:25][CH2:26][CH:27]([CH3:29])[CH3:28])=[O:24])[CH:11]=[CH:10][N:9]=2)=[CH:6][CH:7]=1.